From a dataset of Full USPTO retrosynthesis dataset with 1.9M reactions from patents (1976-2016). Predict the reactants needed to synthesize the given product. (1) Given the product [C:1]([O:4][C@H:5]([CH3:38])[C@H:6]([NH:14][C:15]([C:17]1([CH2:29][OH:30])[CH2:21][CH2:20][CH2:19][N:18]1[C:22]([O:24][C:25]([CH3:27])([CH3:26])[CH3:28])=[O:23])=[O:16])[C:7](=[O:13])[N:8]1[CH2:9][CH2:10][CH2:11][CH2:12]1)(=[O:3])[CH3:2], predict the reactants needed to synthesize it. The reactants are: [C:1]([O:4][C@H:5]([CH3:38])[C@H:6]([NH:14][C:15]([C:17]1([CH2:29][O:30]CC2C=CC=CC=2)[CH2:21][CH2:20][CH2:19][N:18]1[C:22]([O:24][C:25]([CH3:28])([CH3:27])[CH3:26])=[O:23])=[O:16])[C:7](=[O:13])[N:8]1[CH2:12][CH2:11][CH2:10][CH2:9]1)(=[O:3])[CH3:2]. (2) The reactants are: CCCCCC.[Li]CCCC.[S:12]1[CH:16]=[CH:15][CH:14]=[CH:13]1.CN(C)CCN(C)C.[CH3:25][Sn:26](Cl)([CH3:28])[CH3:27]. Given the product [CH3:25][Sn:26]([CH3:28])([CH3:27])[C:13]1[S:12][C:16]([Sn:26]([CH3:28])([CH3:27])[CH3:25])=[CH:15][CH:14]=1, predict the reactants needed to synthesize it. (3) Given the product [O:1]([C:8]1[CH:9]=[C:10]([C:14]23[CH2:21][CH2:20][C:17]([CH2:22][CH2:23][OH:24])([CH2:18][CH2:19]2)[O:16][CH2:15]3)[CH:11]=[CH:12][CH:13]=1)[C:2]1[CH:3]=[CH:4][CH:5]=[CH:6][CH:7]=1, predict the reactants needed to synthesize it. The reactants are: [O:1]([C:8]1[CH:9]=[C:10]([C:14]23[CH2:21][CH2:20][C:17]([CH:22]=[CH2:23])([CH2:18][CH2:19]2)[O:16][CH2:15]3)[CH:11]=[CH:12][CH:13]=1)[C:2]1[CH:7]=[CH:6][CH:5]=[CH:4][CH:3]=1.[OH:24]O. (4) Given the product [C:1]([C:5]1[CH:10]=[CH:9][CH:8]=[CH:7][C:6]=1[N:11]1[CH2:12][CH2:13][N:14]([C:17](=[O:21])[C:18]([NH:22][CH2:23][C:24]([OH:26])([CH3:27])[CH3:25])=[O:20])[CH2:15][CH2:16]1)([CH3:4])([CH3:3])[CH3:2], predict the reactants needed to synthesize it. The reactants are: [C:1]([C:5]1[CH:10]=[CH:9][CH:8]=[CH:7][C:6]=1[N:11]1[CH2:16][CH2:15][N:14]([C:17](=[O:21])[C:18]([OH:20])=O)[CH2:13][CH2:12]1)([CH3:4])([CH3:3])[CH3:2].[NH2:22][CH2:23][C:24]([CH3:27])([OH:26])[CH3:25].CCN=C=NCCCN(C)C.C1C=CC2N(O)N=NC=2C=1.C(=O)([O-])O.[Na+]. (5) Given the product [NH:8]1[CH2:9][CH:10]([O:12][NH:13][C:14]([C@@H:16]2[CH2:22][CH2:21][C@@H:20]3[CH2:23][N:17]2[C:18](=[O:29])[N:19]3[O:24][S:25]([OH:28])(=[O:26])=[O:27])=[O:15])[CH2:11]1, predict the reactants needed to synthesize it. The reactants are: C(OC([N:8]1[CH2:11][CH:10]([O:12][NH:13][C:14]([C@@H:16]2[CH2:22][CH2:21][C@@H:20]3[CH2:23][N:17]2[C:18](=[O:29])[N:19]3[O:24][S:25]([O-:28])(=[O:27])=[O:26])=[O:15])[CH2:9]1)=O)(C)(C)C.C([N+](CCCC)(CCCC)CCCC)CCC.FC(F)(F)C(O)=O.